Dataset: Full USPTO retrosynthesis dataset with 1.9M reactions from patents (1976-2016). Task: Predict the reactants needed to synthesize the given product. (1) Given the product [CH:37]1([CH2:36][O:8][C:7]2[CH:6]=[CH:5][C:4]([N:9]3[C:14](=[O:15])[C:13]([CH2:16][C:17]4[CH:22]=[CH:21][C:20]([C:23]5[C:24]([C:29]#[N:30])=[CH:25][CH:26]=[CH:27][CH:28]=5)=[CH:19][CH:18]=4)=[C:12]([CH2:31][CH2:32][CH3:33])[N:11]=[C:10]3[CH3:34])=[CH:3][C:2]=2[F:1])[CH2:39][CH2:38]1, predict the reactants needed to synthesize it. The reactants are: [F:1][C:2]1[CH:3]=[C:4]([N:9]2[C:14](=[O:15])[C:13]([CH2:16][C:17]3[CH:22]=[CH:21][C:20]([C:23]4[C:24]([C:29]#[N:30])=[CH:25][CH:26]=[CH:27][CH:28]=4)=[CH:19][CH:18]=3)=[C:12]([CH2:31][CH2:32][CH3:33])[N:11]=[C:10]2[CH3:34])[CH:5]=[CH:6][C:7]=1[OH:8].Br[CH2:36][CH:37]1[CH2:39][CH2:38]1.C(=O)([O-])[O-].[Cs+].[Cs+].C(OCC)(=O)C. (2) Given the product [CH3:9][C:8]1([CH3:10])[CH:7]2[CH2:6][CH:5]1[CH2:4][CH2:3][CH:2]2[CH2:1][CH2:27][C:28]([C:30]1[CH:35]=[CH:34][CH:33]=[CH:32][CH:31]=1)=[O:29], predict the reactants needed to synthesize it. The reactants are: [CH3:1][C:2]1[C@H:7]2[C:8]([CH3:10])([CH3:9])[C@H:5]([CH2:6]2)[CH2:4][CH:3]=1.C12BC(CCC1)CCC2.C([O-])(C)(C)C.[K+].Br[CH2:27][C:28]([C:30]1[CH:35]=[CH:34][CH:33]=[CH:32][CH:31]=1)=[O:29].